From a dataset of Reaction yield outcomes from USPTO patents with 853,638 reactions. Predict the reaction yield, written as a fraction of the theoretical maximum amount of product (1.0 means a 100% yield; for example, 0.34 means a 34% yield). (1) The reactants are [NH2:1][C:2]1[CH:7]=[CH:6][CH:5]=[CH:4][CH:3]=1.[CH3:8][C:9]1(C)[C:35]2[C:30](=[C:31](P(C3C=CC=CC=3)C3C=CC=CC=3)C=[CH:33][CH:34]=2)O[C:11]2[C:12](P(C3C=CC=CC=3)C3C=CC=CC=3)=[CH:13][CH:14]=[CH:15][C:10]1=2.[C:50]([O-:53])([O-])=O.[Cs+].[Cs+].[NH3:56].O. The catalyst is C1(C)C=CC=CC=1.CCOC(C)=O.C(Cl)Cl.CO.C1C=CC(/C=C/C(/C=C/C2C=CC=CC=2)=O)=CC=1.C1C=CC(/C=C/C(/C=C/C2C=CC=CC=2)=O)=CC=1.C1C=CC(/C=C/C(/C=C/C2C=CC=CC=2)=O)=CC=1.[Pd].[Pd]. The product is [C:2]1([NH:1][C:13]2[CH:14]=[CH:15][C:50]3[O:53][C:9]4([CH2:8][N:56]5[CH2:31][CH2:30][CH:35]4[CH2:34][CH2:33]5)[CH2:10][C:11]=3[CH:12]=2)[CH:7]=[CH:6][CH:5]=[CH:4][CH:3]=1. The yield is 0.580. (2) The reactants are [F:1][C:2]1[CH:7]=[CH:6][C:5]([N:8]2[CH2:36][CH2:35][C:11]3[NH:12][C:13]4[CH:14]=[CH:15][C:16]([C:19]([NH:21][CH:22]5[CH2:27][CH2:26][N:25]([C:28]([O:30]C(C)(C)C)=O)[CH2:24][CH2:23]5)=[O:20])=[CH:17][C:18]=4[C:10]=3[CH2:9]2)=[CH:4][CH:3]=1.[F:37][C:38]1[CH:46]=[CH:45][C:41](C(Cl)=O)=[CH:40][CH:39]=1.C(N(CC)CC)C.C(=O)(O)[O-].[Na+]. The catalyst is Cl.O1CCOCC1. The product is [F:37][C:38]1[CH:46]=[CH:45][C:41]([C:28]([N:25]2[CH2:26][CH2:27][CH:22]([NH:21][C:19]([C:16]3[CH:15]=[CH:14][C:13]4[NH:12][C:11]5[CH2:35][CH2:36][N:8]([C:5]6[CH:4]=[CH:3][C:2]([F:1])=[CH:7][CH:6]=6)[CH2:9][C:10]=5[C:18]=4[CH:17]=3)=[O:20])[CH2:23][CH2:24]2)=[O:30])=[CH:40][CH:39]=1. The yield is 0.460. (3) The reactants are [OH:1][C:2]1[CH:10]=[CH:9][CH:8]=[C:7]2[C:3]=1[CH:4]=[C:5]([CH3:11])[NH:6]2.[H-].[Na+].[CH2:14](Br)[C:15]1[CH:20]=[CH:19][CH:18]=[CH:17][CH:16]=1. The catalyst is CN(C=O)C.C(OCC)(=O)C. The product is [CH2:14]([N:6]1[C:7]2[C:3](=[C:2]([O:1][CH2:4][C:3]3[CH:7]=[CH:8][CH:9]=[CH:10][CH:2]=3)[CH:10]=[CH:9][CH:8]=2)[CH:4]=[C:5]1[CH3:11])[C:15]1[CH:20]=[CH:19][CH:18]=[CH:17][CH:16]=1. The yield is 0.720. (4) The reactants are [CH3:1][N:2]([CH2:4][C:5]1[CH:22]=[CH:21][C:8](/[CH:9]=[N:10]/[C:11]2[CH:19]=[CH:18][CH:17]=[C:16]3[C:12]=2[CH2:13][O:14][C:15]3=[O:20])=[CH:7][CH:6]=1)[CH3:3].[CH2:23]([C:25]1[CH:32]=[CH:31][C:28]([CH:29]=O)=[CH:27][CH:26]=1)[CH3:24].[O-:33][CH2:34][CH3:35].[Na+].C(O)C. The catalyst is C(OCC)(=O)CC. The product is [CH3:1][N:2]([CH2:4][C:5]1[CH:22]=[CH:21][C:8]([CH:9]2[CH:29]([C:28]3[CH:31]=[CH:32][C:25]([CH2:23][CH3:24])=[CH:26][CH:27]=3)[C:34](=[O:33])[C:35]3[C:16]([C:15]([O:14][CH2:13][CH3:12])=[O:20])=[CH:17][CH:18]=[CH:19][C:11]=3[NH:10]2)=[CH:7][CH:6]=1)[CH3:3]. The yield is 0.320. (5) The reactants are Br[C:2]1[CH:3]=[C:4]([C@:8]2([CH3:18])[CH2:13][N:12]3[CH:14]=[CH:15][N:16]=[C:11]3[C:10]([NH2:17])=[N:9]2)[CH:5]=[CH:6][CH:7]=1.[N:19]1[CH:24]=[C:23](B(O)O)[CH:22]=[N:21][CH:20]=1.C(=O)([O-])[O-].[K+].[K+]. The catalyst is O1CCOCC1.C(O)C.O.C1C=CC([P]([Pd]([P](C2C=CC=CC=2)(C2C=CC=CC=2)C2C=CC=CC=2)([P](C2C=CC=CC=2)(C2C=CC=CC=2)C2C=CC=CC=2)[P](C2C=CC=CC=2)(C2C=CC=CC=2)C2C=CC=CC=2)(C2C=CC=CC=2)C2C=CC=CC=2)=CC=1. The product is [CH3:18][C@@:8]1([C:4]2[CH:5]=[CH:6][CH:7]=[C:2]([C:23]3[CH:24]=[N:19][CH:20]=[N:21][CH:22]=3)[CH:3]=2)[CH2:13][N:12]2[CH:14]=[CH:15][N:16]=[C:11]2[C:10]([NH2:17])=[N:9]1. The yield is 0.560. (6) The product is [CH3:15][N:13]([CH3:14])[C:11](=[O:12])[CH2:10][N:9]([C:6]1[CH:5]=[CH:4][C:3]([O:2][CH3:1])=[CH:8][CH:7]=1)[CH2:26][C:27]([O:29][CH2:30][CH3:31])=[O:28]. The reactants are [CH3:1][O:2][C:3]1[CH:8]=[CH:7][C:6]([NH:9][CH2:10][C:11]([N:13]([CH3:15])[CH3:14])=[O:12])=[CH:5][CH:4]=1.CCN(C(C)C)C(C)C.Br[CH2:26][C:27]([O:29][CH2:30][CH3:31])=[O:28]. The yield is 0.850. The catalyst is CC#N. (7) The reactants are [CH3:1][CH:2]1[CH2:7][CH2:6][CH:5]([O:8][C:9]2[C:18]([C:19]([F:22])([F:21])[F:20])=[C:17]3[C:12]([CH:13]=[CH:14][C:15]([CH:23](OS(C)(=O)=O)[CH3:24])=[CH:16]3)=[CH:11][CH:10]=2)[CH2:4][CH2:3]1.CN(C)C=O.Cl.[CH:36]12[NH:44][CH:40]([CH2:41][CH2:42][CH2:43]1)[CH2:39][CH2:38][CH2:37]2.C(=O)([O-])[O-].[Cs+].[Cs+]. The catalyst is CCOC(C)=O. The product is [F:20][C:19]([F:21])([F:22])[C:18]1[C:9]([O:8][C@H:5]2[CH2:4][CH2:3][C@@H:2]([CH3:1])[CH2:7][CH2:6]2)=[CH:10][CH:11]=[C:12]2[C:17]=1[CH:16]=[C:15]([CH:23]([N:44]1[CH:36]3[CH2:43][CH2:42][CH2:41][CH:40]1[CH2:39][CH2:38][CH2:37]3)[CH3:24])[CH:14]=[CH:13]2. The yield is 0.220.